From a dataset of Reaction yield outcomes from USPTO patents with 853,638 reactions. Predict the reaction yield, written as a fraction of the theoretical maximum amount of product (1.0 means a 100% yield; for example, 0.34 means a 34% yield). (1) The reactants are [CH3:1][CH:2]([N:4]1[C:12](/[CH:13]=[CH:14]/[C@H:15]([OH:24])[CH2:16][C@H:17]([OH:23])[CH2:18][C:19]([O:21]C)=[O:20])=[C:11]([C:25]2[CH:30]=[CH:29][C:28]([F:31])=[CH:27][CH:26]=2)[C:10]2[C:5]1=[CH:6][CH:7]=[CH:8][CH:9]=2)[CH3:3].[OH-].[Na+:33].C(O)CCC. The catalyst is CC(C)=O. The product is [CH3:3][CH:2]([N:4]1[C:12](/[CH:13]=[CH:14]/[CH:15]([OH:24])[CH2:16][CH:17]([OH:23])[CH2:18][C:19]([O-:21])=[O:20])=[C:11]([C:25]2[CH:26]=[CH:27][C:28]([F:31])=[CH:29][CH:30]=2)[C:10]2[CH:9]=[CH:8][CH:7]=[CH:6][C:5]1=2)[CH3:1].[Na+:33]. The yield is 0.535. (2) The yield is 0.660. The product is [F:16][C:8]1[CH:7]=[C:6]([B:17]2[O:21][C:20]([CH3:23])([CH3:22])[C:19]([CH3:25])([CH3:24])[O:18]2)[CH:11]=[CH:10][C:9]=1[O:12][CH2:13][O:14][CH3:15]. The catalyst is C(OCC)(=O)C.O. The reactants are CS(C)=O.Br[C:6]1[CH:11]=[CH:10][C:9]([O:12][CH2:13][O:14][CH3:15])=[C:8]([F:16])[CH:7]=1.[B:17]1([B:17]2[O:21][C:20]([CH3:23])([CH3:22])[C:19]([CH3:25])([CH3:24])[O:18]2)[O:21][C:20]([CH3:23])([CH3:22])[C:19]([CH3:25])([CH3:24])[O:18]1.C([O-])(=O)C.[K+]. (3) The yield is 0.950. The product is [Cl:17][CH2:16][CH2:15][CH2:14][O:1][C:2]1[CH:3]=[C:4]([CH2:8][C:9]([O:11][CH3:12])=[O:10])[CH:5]=[CH:6][CH:7]=1. The reactants are [OH:1][C:2]1[CH:3]=[C:4]([CH2:8][C:9]([O:11][CH3:12])=[O:10])[CH:5]=[CH:6][CH:7]=1.Br[CH2:14][CH2:15][CH2:16][Cl:17].C(=O)([O-])[O-].[K+].[K+]. The catalyst is CC(C)=O. (4) The reactants are ClC1C=C([CH2:9][C:10]([N:12]2[C:20]3[C:15](=[CH:16][C:17]([S:21]([NH2:24])(=[O:23])=[O:22])=[CH:18][CH:19]=3)[CH2:14][CH2:13]2)=[O:11])C=CC=1Cl.N1[C:33]2[C:28](=[CH:29][C:30]([S:34](N)(=O)=O)=[CH:31][CH:32]=2)CC1.C1(SCC(O)=O)C=CC=CC=1. No catalyst specified. The product is [C:30]1([S:34][CH2:9][C:10]([N:12]2[C:20]3[C:15](=[CH:16][C:17]([S:21]([NH2:24])(=[O:22])=[O:23])=[CH:18][CH:19]=3)[CH2:14][CH2:13]2)=[O:11])[CH:31]=[CH:32][CH:33]=[CH:28][CH:29]=1. The yield is 0.450. (5) The reactants are C[Al](C)C.[Cl-].[NH4+:6].[Cl:7][C:8]1[CH:13]=[CH:12][C:11]([N:14]2[CH2:19][CH2:18][N:17]([CH2:20][CH2:21][CH2:22][C:23]#[N:24])[CH2:16][CH2:15]2)=[CH:10][CH:9]=1. The catalyst is C1(C)C=CC=CC=1.C(Cl)(Cl)Cl.Cl. The product is [Cl:7][C:8]1[CH:9]=[CH:10][C:11]([N:14]2[CH2:15][CH2:16][N:17]([CH2:20][CH2:21][CH2:22][C:23](=[NH:6])[NH2:24])[CH2:18][CH2:19]2)=[CH:12][CH:13]=1. The yield is 0.790. (6) The reactants are [CH3:1][C:2]1[CH:11]=[CH:10][C:9]2[C:4](=[CH:5][CH:6]=[CH:7][C:8]=2[C:12]#[C:13][Si](C)(C)C)[N:3]=1.C([O-])([O-])=O.[K+].[K+]. The catalyst is CO. The product is [C:12]([C:8]1[CH:7]=[CH:6][CH:5]=[C:4]2[C:9]=1[CH:10]=[CH:11][C:2]([CH3:1])=[N:3]2)#[CH:13]. The yield is 0.980. (7) The reactants are ClCC1C(C)=CC(C)=C(CCl)C=1C.[C-]#N.[Na+].[N-]=[N+]=[N-].[Na+].[C:21]([CH2:23][C:24]1[C:25]([CH3:36])=[C:26]([C:31]([CH3:35])=[CH:32][C:33]=1[CH3:34])[CH2:27][N:28]=[N+]=[N-])#[N:22].C(CC1C(C)=CC(C)=C(CC#N)C=1C)#N.N(CC1C(C)=CC(C)=C(CN=[N+]=[N-])C=1C)=[N+]=[N-].C1(P(C2C=CC=CC=2)C2C=CC=CC=2)C=CC=CC=1.Cl.C([O-])([O-])=O.[K+].[K+]. The catalyst is CS(C)=O.C1COCC1.O. The product is [C:21]([CH2:23][C:24]1[C:25]([CH3:36])=[C:26]([C:31]([CH3:35])=[CH:32][C:33]=1[CH3:34])[CH2:27][NH2:28])#[N:22]. The yield is 0.250.